Dataset: Full USPTO retrosynthesis dataset with 1.9M reactions from patents (1976-2016). Task: Predict the reactants needed to synthesize the given product. (1) Given the product [CH2:1]([C:4]1([CH:33]([CH3:34])[CH3:35])[C:5](=[O:32])[N:6]2[CH:7]([O:9][C:12]3[CH:13]=[CH:14][C:15]([C:17]([F:18])([F:20])[F:19])=[CH:16][C:11]=3[CH2:10]2)[CH2:8]1)[CH:2]=[CH2:3], predict the reactants needed to synthesize it. The reactants are: [CH2:1]([C:4]1([CH:33]([CH3:35])[CH3:34])[CH2:8][CH:7]([OH:9])[N:6]([CH2:10][C:11]2[CH:16]=[C:15]([C:17]([F:20])([F:19])[F:18])[CH:14]=[CH:13][C:12]=2O[Si](C(C)C)(C(C)C)C(C)C)[C:5]1=[O:32])[CH:2]=[CH2:3].C(O)(C(F)(F)F)=O. (2) Given the product [CH:1]1[C:13]2[CH2:12][C:11]3[C:6](=[CH:7][CH:8]=[CH:9][CH:10]=3)[C:5]=2[CH:4]=[CH:3][C:2]=1[N:14]1[CH2:21][CH:20]2[NH:23][CH2:24][CH:15]1[CH2:16][CH:17]=[CH:18][CH2:19]2, predict the reactants needed to synthesize it. The reactants are: [CH:1]1[C:13]2[CH2:12][C:11]3[C:6](=[CH:7][CH:8]=[CH:9][CH:10]=3)[C:5]=2[CH:4]=[CH:3][C:2]=1[N:14]1[C:21](=O)[CH:20]2[NH:23][C:24](=O)[CH:15]1[CH2:16][CH:17]=[CH:18][CH2:19]2.CC(C[Al]CC(C)C)C. (3) Given the product [C:26]([CH2:28][C:29]([N:1]1[CH2:2][CH:3]([CH2:5][N:6]2[C:10]3[CH:11]=[CH:12][CH:13]=[CH:14][C:9]=3[N:8]=[C:7]2[NH:15][C:16]([C:18]2[S:19][C:20]([CH:23]([F:25])[F:24])=[CH:21][CH:22]=2)=[O:17])[CH2:4]1)=[O:30])#[N:27], predict the reactants needed to synthesize it. The reactants are: [NH:1]1[CH2:4][CH:3]([CH2:5][N:6]2[C:10]3[CH:11]=[CH:12][CH:13]=[CH:14][C:9]=3[N:8]=[C:7]2[NH:15][C:16]([C:18]2[S:19][C:20]([CH:23]([F:25])[F:24])=[CH:21][CH:22]=2)=[O:17])[CH2:2]1.[C:26]([CH2:28][C:29](O)=[O:30])#[N:27].C(N(CC)CC)C.CN(C(ON1N=NC2C=CC=NC1=2)=[N+](C)C)C.F[P-](F)(F)(F)(F)F. (4) Given the product [F:17][C:14]([F:15])([F:16])[C:13]([C:6]1[C:7]([CH3:12])=[N:8][C:9]2[C:4]([C:5]=1[C:19]1[CH:20]=[CH:21][C:22]([F:25])=[CH:23][CH:24]=1)=[CH:3][C:2]([N:26]1[CH2:29][CH:28]([OH:30])[CH2:27]1)=[CH:11][CH:10]=2)=[O:18], predict the reactants needed to synthesize it. The reactants are: Br[C:2]1[CH:3]=[C:4]2[C:9](=[CH:10][CH:11]=1)[N:8]=[C:7]([CH3:12])[C:6]([C:13](=[O:18])[C:14]([F:17])([F:16])[F:15])=[C:5]2[C:19]1[CH:24]=[CH:23][C:22]([F:25])=[CH:21][CH:20]=1.[NH:26]1[CH2:29][CH:28]([OH:30])[CH2:27]1. (5) Given the product [C:18]([C:16]1[C:15]([N:20]2[CH2:21][CH:22]([C:24]([OH:26])=[O:25])[CH2:23]2)=[N:14][C:13]([O:31][CH3:32])=[C:12]([C:11]([O:10][CH2:8][CH3:9])=[O:33])[CH:17]=1)#[N:19], predict the reactants needed to synthesize it. The reactants are: C(O)(C(F)(F)F)=O.[CH2:8]([O:10][C:11](=[O:33])[C:12]1[CH:17]=[C:16]([C:18]#[N:19])[C:15]([N:20]2[CH2:23][CH:22]([C:24]([O:26]C(C)(C)C)=[O:25])[CH2:21]2)=[N:14][C:13]=1[O:31][CH3:32])[CH3:9]. (6) The reactants are: OS(C(F)(F)F)(=O)=O.[C:9](=[NH:32])([O:11][CH2:12][CH2:13][C:14]1[CH:19]=[CH:18][C:17]([O:20][C:21]2[CH:26]=[CH:25][C:24]([Cl:27])=[C:23]([C:28]([F:31])([F:30])[F:29])[CH:22]=2)=[CH:16][CH:15]=1)[NH2:10].[C:33]([C:35]1[CH:40]=[CH:39][C:38]([CH2:41][CH:42]([CH:48]=O)[C:43](OCC)=[O:44])=[CH:37][CH:36]=1)#[N:34].C([O-])([O-])=O.[K+].[K+]. Given the product [Cl:27][C:24]1[CH:25]=[CH:26][C:21]([O:20][C:17]2[CH:16]=[CH:15][C:14]([CH2:13][CH2:12][O:11][C:9]3[NH:10][CH:48]=[C:42]([CH2:41][C:38]4[CH:37]=[CH:36][C:35]([C:33]#[N:34])=[CH:40][CH:39]=4)[C:43](=[O:44])[N:32]=3)=[CH:19][CH:18]=2)=[CH:22][C:23]=1[C:28]([F:31])([F:30])[F:29], predict the reactants needed to synthesize it. (7) Given the product [CH2:1]([O:3][C:4]([C:6]1([C:9]2[CH:10]=[CH:11][C:12]([C:15]3[CH:20]=[CH:19][C:18]([C:21]4[O:25][N:24]=[C:23]([CH3:26])[C:22]=4[NH:27][C:40]4[CH:39]=[CH:38][CH:37]=[C:36]([O:35][C:31]5[CH:32]=[CH:33][CH:34]=[CH:29][CH:30]=5)[CH:41]=4)=[CH:17][CH:16]=3)=[CH:13][CH:14]=2)[CH2:8][CH2:7]1)=[O:5])[CH3:2], predict the reactants needed to synthesize it. The reactants are: [CH2:1]([O:3][C:4]([C:6]1([C:9]2[CH:14]=[CH:13][C:12]([C:15]3[CH:20]=[CH:19][C:18]([C:21]4[O:25][N:24]=[C:23]([CH3:26])[C:22]=4[NH2:27])=[CH:17][CH:16]=3)=[CH:11][CH:10]=2)[CH2:8][CH2:7]1)=[O:5])[CH3:2].Br[C:29]1[CH:34]=[CH:33][CH:32]=[C:31]([O:35][C:36]2[CH:41]=[CH:40][CH:39]=[CH:38][CH:37]=2)[CH:30]=1.